Dataset: Catalyst prediction with 721,799 reactions and 888 catalyst types from USPTO. Task: Predict which catalyst facilitates the given reaction. (1) Reactant: [OH:1][CH2:2][C@H:3]([CH3:35])[C@H:4]([NH:15][C:16]1([C:29]2[CH:34]=[CH:33][CH:32]=[CH:31][CH:30]=2)[C:28]2[CH:27]=[CH:26][CH:25]=[CH:24][C:23]=2[C:22]2[C:17]1=[CH:18][CH:19]=[CH:20][CH:21]=2)[C:5]([O:7][CH2:8][C:9]1[CH:14]=[CH:13][CH:12]=[CH:11][CH:10]=1)=[O:6].C[C@H]1COC(=O)[C@H]1NC1(C2C=CC=CC=2)C2C=CC=CC=2C2C1=CC=CC=2.[CH3:63][C:64]([Si:67](Cl)([CH3:69])[CH3:68])([CH3:66])[CH3:65].N1C=CN=C1.OC[C@@H](C)[C@H](NC1(C2C=CC=CC=2)C2C=CC=CC=2C2C1=CC=CC=2)C(OCC1C=CC=CC=1)=O. Product: [Si:67]([O:1][CH2:2][C@@H:3]([CH3:35])[C@H:4]([NH:15][C:16]1([C:29]2[CH:34]=[CH:33][CH:32]=[CH:31][CH:30]=2)[C:17]2[CH:18]=[CH:19][CH:20]=[CH:21][C:22]=2[C:23]2[C:28]1=[CH:27][CH:26]=[CH:25][CH:24]=2)[C:5]([O:7][CH2:8][C:9]1[CH:10]=[CH:11][CH:12]=[CH:13][CH:14]=1)=[O:6])([C:64]([CH3:66])([CH3:65])[CH3:63])([CH3:69])[CH3:68]. The catalyst class is: 2. (2) Reactant: Br[C:2]1[N:3]=[C:4]2[C:10]([C:11]([NH:13][C:14]([CH3:18])([CH3:17])[CH2:15][OH:16])=[O:12])=[CH:9][N:8]([CH2:19][O:20][CH2:21][CH2:22][Si:23]([CH3:26])([CH3:25])[CH3:24])[C:5]2=[N:6][CH:7]=1.[I-].[Na+].CN[C@@H]1CCCC[C@H]1NC.[NH:39]1[C:47]2[C:42](=[CH:43][CH:44]=[CH:45][CH:46]=2)[CH:41]=[N:40]1.[O-]P([O-])([O-])=O.[K+].[K+].[K+]. Product: [OH:16][CH2:15][C:14]([NH:13][C:11]([C:10]1[C:4]2[C:5](=[N:6][CH:7]=[C:2]([N:39]3[C:47]4[C:42](=[CH:43][CH:44]=[CH:45][CH:46]=4)[CH:41]=[N:40]3)[N:3]=2)[N:8]([CH2:19][O:20][CH2:21][CH2:22][Si:23]([CH3:26])([CH3:25])[CH3:24])[CH:9]=1)=[O:12])([CH3:18])[CH3:17]. The catalyst class is: 432. (3) Reactant: C[Mg]Br.[CH3:4]COCC.[CH3:9][C:10]1[CH:19]=[CH:18][C:17]2[C:12](=[CH:13][CH:14]=[CH:15][C:16]=2[N:20]2[CH2:25][CH2:24][N:23]([CH2:26][CH2:27][C:28]([C:30]3[CH:31]=[CH:32][C:33]4[O:38][CH2:37][C:36](=[O:39])[NH:35][C:34]=4[CH:40]=3)=[O:29])[CH2:22][CH2:21]2)[N:11]=1. Product: [OH:29][C:28]([C:30]1[CH:31]=[CH:32][C:33]2[O:38][CH2:37][C:36](=[O:39])[NH:35][C:34]=2[CH:40]=1)([CH3:4])[CH2:27][CH2:26][N:23]1[CH2:22][CH2:21][N:20]([C:16]2[CH:15]=[CH:14][CH:13]=[C:12]3[C:17]=2[CH:18]=[CH:19][C:10]([CH3:9])=[N:11]3)[CH2:25][CH2:24]1. The catalyst class is: 1. (4) Reactant: [Cl:1][CH2:2][CH2:3][N:4]1[C:12]2[C:7](=[CH:8][C:9]([O:13][CH3:14])=[CH:10][CH:11]=2)[CH:6]=[C:5]1[CH2:15][OH:16]. Product: [Cl:1][CH2:2][CH2:3][N:4]1[C:12]2[C:7](=[CH:8][C:9]([O:13][CH3:14])=[CH:10][CH:11]=2)[CH:6]=[C:5]1[CH:15]=[O:16]. The catalyst class is: 327.